This data is from NCI-60 drug combinations with 297,098 pairs across 59 cell lines. The task is: Regression. Given two drug SMILES strings and cell line genomic features, predict the synergy score measuring deviation from expected non-interaction effect. (1) Drug 1: C1CN1C2=NC(=NC(=N2)N3CC3)N4CC4. Drug 2: CC1=C(C(=O)C2=C(C1=O)N3CC4C(C3(C2COC(=O)N)OC)N4)N. Cell line: SNB-19. Synergy scores: CSS=56.3, Synergy_ZIP=-0.988, Synergy_Bliss=-1.24, Synergy_Loewe=2.91, Synergy_HSA=5.23. (2) Drug 1: CC1=C(C(CCC1)(C)C)C=CC(=CC=CC(=CC(=O)O)C)C. Drug 2: CC(C)(C#N)C1=CC(=CC(=C1)CN2C=NC=N2)C(C)(C)C#N. Cell line: NCI-H522. Synergy scores: CSS=2.96, Synergy_ZIP=-0.483, Synergy_Bliss=-0.936, Synergy_Loewe=0.352, Synergy_HSA=-0.804. (3) Drug 1: CC1C(C(CC(O1)OC2CC(CC3=C2C(=C4C(=C3O)C(=O)C5=C(C4=O)C(=CC=C5)OC)O)(C(=O)C)O)N)O.Cl. Drug 2: CC1CCC2CC(C(=CC=CC=CC(CC(C(=O)C(C(C(=CC(C(=O)CC(OC(=O)C3CCCCN3C(=O)C(=O)C1(O2)O)C(C)CC4CCC(C(C4)OC)OCCO)C)C)O)OC)C)C)C)OC. Cell line: A549. Synergy scores: CSS=48.1, Synergy_ZIP=2.89, Synergy_Bliss=2.56, Synergy_Loewe=4.58, Synergy_HSA=6.67. (4) Drug 1: CC1OCC2C(O1)C(C(C(O2)OC3C4COC(=O)C4C(C5=CC6=C(C=C35)OCO6)C7=CC(=C(C(=C7)OC)O)OC)O)O. Drug 2: C1=CC(=C(C=C1I)F)NC2=C(C=CC(=C2F)F)C(=O)NOCC(CO)O. Cell line: NCIH23. Synergy scores: CSS=65.8, Synergy_ZIP=-2.52, Synergy_Bliss=-4.16, Synergy_Loewe=0.363, Synergy_HSA=2.63. (5) Drug 1: CC1=C(C=C(C=C1)C(=O)NC2=CC(=CC(=C2)C(F)(F)F)N3C=C(N=C3)C)NC4=NC=CC(=N4)C5=CN=CC=C5. Drug 2: C1CN1C2=NC(=NC(=N2)N3CC3)N4CC4. Cell line: U251. Synergy scores: CSS=35.8, Synergy_ZIP=-3.99, Synergy_Bliss=-5.09, Synergy_Loewe=-0.469, Synergy_HSA=-0.417. (6) Drug 1: CC1=CC2C(CCC3(C2CCC3(C(=O)C)OC(=O)C)C)C4(C1=CC(=O)CC4)C. Drug 2: C1=NC2=C(N=C(N=C2N1C3C(C(C(O3)CO)O)F)Cl)N. Cell line: MALME-3M. Synergy scores: CSS=28.9, Synergy_ZIP=2.58, Synergy_Bliss=2.45, Synergy_Loewe=-41.2, Synergy_HSA=-0.999. (7) Drug 1: CN(CC1=CN=C2C(=N1)C(=NC(=N2)N)N)C3=CC=C(C=C3)C(=O)NC(CCC(=O)O)C(=O)O. Drug 2: C1CN(CCN1C(=O)CCBr)C(=O)CCBr. Cell line: NCI/ADR-RES. Synergy scores: CSS=20.6, Synergy_ZIP=-12.4, Synergy_Bliss=-17.7, Synergy_Loewe=-20.4, Synergy_HSA=-14.3. (8) Drug 1: C#CCC(CC1=CN=C2C(=N1)C(=NC(=N2)N)N)C3=CC=C(C=C3)C(=O)NC(CCC(=O)O)C(=O)O. Drug 2: C(CN)CNCCSP(=O)(O)O. Cell line: OVCAR3. Synergy scores: CSS=1.36, Synergy_ZIP=2.71, Synergy_Bliss=2.73, Synergy_Loewe=3.47, Synergy_HSA=-1.81. (9) Drug 1: C1CCC(CC1)NC(=O)N(CCCl)N=O. Drug 2: CC1=C(C=C(C=C1)C(=O)NC2=CC(=CC(=C2)C(F)(F)F)N3C=C(N=C3)C)NC4=NC=CC(=N4)C5=CN=CC=C5. Cell line: UACC62. Synergy scores: CSS=41.1, Synergy_ZIP=3.73, Synergy_Bliss=5.18, Synergy_Loewe=5.83, Synergy_HSA=6.00. (10) Drug 1: CC(CN1CC(=O)NC(=O)C1)N2CC(=O)NC(=O)C2. Drug 2: CCC(=C(C1=CC=CC=C1)C2=CC=C(C=C2)OCCN(C)C)C3=CC=CC=C3.C(C(=O)O)C(CC(=O)O)(C(=O)O)O. Cell line: NCI/ADR-RES. Synergy scores: CSS=0.263, Synergy_ZIP=0.578, Synergy_Bliss=1.13, Synergy_Loewe=-1.27, Synergy_HSA=-0.815.